From a dataset of Retrosynthesis with 50K atom-mapped reactions and 10 reaction types from USPTO. Predict the reactants needed to synthesize the given product. Given the product Nc1nc(Cl)cc(C2C3CC4CC(C3)CC2C4)n1, predict the reactants needed to synthesize it. The reactants are: Nc1nc(Cl)cc(Cl)n1.[Zn+]C1C2CC3CC(C2)CC1C3.